From a dataset of Catalyst prediction with 721,799 reactions and 888 catalyst types from USPTO. Predict which catalyst facilitates the given reaction. (1) Reactant: [CH:1]1([CH:7]([NH:24][C:25]2[CH:34]=[CH:33][C:28]([C:29]([O:31]C)=[O:30])=[CH:27][N:26]=2)[C:8]2[CH:9]=[N:10][C:11]([C:14]3[CH:19]=[CH:18][C:17]([C:20]([F:23])([F:22])[F:21])=[CH:16][CH:15]=3)=[N:12][CH:13]=2)[CH2:6][CH2:5][CH2:4][CH2:3][CH2:2]1.O1CCCC1.[OH-].[Li+]. Product: [CH:1]1([CH:7]([NH:24][C:25]2[CH:34]=[CH:33][C:28]([C:29]([OH:31])=[O:30])=[CH:27][N:26]=2)[C:8]2[CH:9]=[N:10][C:11]([C:14]3[CH:15]=[CH:16][C:17]([C:20]([F:22])([F:21])[F:23])=[CH:18][CH:19]=3)=[N:12][CH:13]=2)[CH2:6][CH2:5][CH2:4][CH2:3][CH2:2]1. The catalyst class is: 5. (2) Reactant: [NH2:1][CH2:2][CH2:3][NH:4][CH:5]([C:9]1[O:10][C:11]2[C:16]([C:17](=[O:26])[C:18]=1[CH2:19][C:20]1[CH:25]=[CH:24][CH:23]=[CH:22][CH:21]=1)=[CH:15][CH:14]=[C:13]([Cl:27])[CH:12]=2)[CH:6]([CH3:8])[CH3:7].C(N(CC)CC)C.[C:35]1([CH3:44])[CH:40]=[CH:39][C:38]([C:41](Cl)=[O:42])=[CH:37][CH:36]=1. Product: [CH2:19]([C:18]1[C:17](=[O:26])[C:16]2[C:11](=[CH:12][C:13]([Cl:27])=[CH:14][CH:15]=2)[O:10][C:9]=1[CH:5]([NH:4][CH2:3][CH2:2][NH:1][C:41](=[O:42])[C:38]1[CH:39]=[CH:40][C:35]([CH3:44])=[CH:36][CH:37]=1)[CH:6]([CH3:7])[CH3:8])[C:20]1[CH:21]=[CH:22][CH:23]=[CH:24][CH:25]=1. The catalyst class is: 158. (3) Reactant: [C:1]([C:4]1[CH:9]=[CH:8][N:7]2[C:10]([C:13]3[CH:14]=[CH:15][C:16]([F:27])=[C:17]([C:19]4[C:20]([C:25]#[N:26])=[CH:21][CH:22]=[CH:23][CH:24]=4)[CH:18]=3)=[CH:11][N:12]=[C:6]2[N:5]=1)(=O)[CH3:2].[Br-].[Br-].[Br-].[NH+]1C=CC=CC=1.[NH+]1C=CC=CC=1.[NH+]1C=CC=CC=1.[C:49]([NH2:52])(=[S:51])[CH3:50].C(OCC)C. Product: [F:27][C:16]1[CH:15]=[CH:14][C:13]([C:10]2[N:7]3[CH:8]=[CH:9][C:4]([C:1]4[S:51][C:49]([CH3:50])=[N:52][CH:2]=4)=[N:5][C:6]3=[N:12][CH:11]=2)=[CH:18][C:17]=1[C:19]1[C:20]([C:25]#[N:26])=[CH:21][CH:22]=[CH:23][CH:24]=1. The catalyst class is: 22. (4) Reactant: Br[C:2]1[N:7]=[N:6][C:5]([C:8]2[CH:17]=[CH:16][C:15]3[C:10](=[CH:11][CH:12]=[CH:13][CH:14]=3)[CH:9]=2)=[C:4]([C:18]2[CH:23]=[CH:22][N:21]=[CH:20][CH:19]=2)[CH:3]=1.[NH:24]1[CH2:29][CH2:28][O:27][CH2:26][CH2:25]1. Product: [CH:9]1[C:10]2[C:15](=[CH:14][CH:13]=[CH:12][CH:11]=2)[CH:16]=[CH:17][C:8]=1[C:5]1[N:6]=[N:7][C:2]([N:24]2[CH2:29][CH2:28][O:27][CH2:26][CH2:25]2)=[CH:3][C:4]=1[C:18]1[CH:23]=[CH:22][N:21]=[CH:20][CH:19]=1. The catalyst class is: 162. (5) Reactant: [NH2:1][CH2:2][C:3]1[C:12](=[O:13])[C:11]2[C:6](=[CH:7][C:8]([Cl:14])=[CH:9][CH:10]=2)[N:5]([C:15]2[CH:20]=[CH:19][CH:18]=[CH:17][CH:16]=2)[CH:4]=1.Cl[C:22]([O:24][C:25]1[CH:30]=[CH:29][C:28]([N+:31]([O-:33])=[O:32])=[CH:27][CH:26]=1)=[O:23].C(N(CC)C(C)C)(C)C. The catalyst class is: 2. Product: [N+:31]([C:28]1[CH:27]=[CH:26][C:25]([O:24][C:22](=[O:23])[NH:1][CH2:2][C:3]2[C:12](=[O:13])[C:11]3[C:6](=[CH:7][C:8]([Cl:14])=[CH:9][CH:10]=3)[N:5]([C:15]3[CH:16]=[CH:17][CH:18]=[CH:19][CH:20]=3)[CH:4]=2)=[CH:30][CH:29]=1)([O-:33])=[O:32]. (6) The catalyst class is: 101. Product: [CH3:16][O:15][C:12]1[CH:13]=[CH:14][C:9]([O:8][C:6]2[CH:7]=[C:2]([N:30]3[CH2:31][CH2:32][C:28]4([NH:24][CH2:25][CH2:26][CH2:27]4)[CH2:29]3)[CH:3]=[N:4][CH:5]=2)=[CH:10][CH:11]=1. Reactant: Br[C:2]1[CH:3]=[N:4][CH:5]=[C:6]([O:8][C:9]2[CH:14]=[CH:13][C:12]([O:15][CH3:16])=[CH:11][CH:10]=2)[CH:7]=1.C([N:24]1[C:28]2([CH2:32][CH2:31][N:30](C3C=NC=CC=3)[CH2:29]2)[CH2:27][CH2:26][CH2:25]1)C1C=CC=CC=1.CC(C)([O-])C.[Na+].C1(P(C2C=CC=CC=2)C2C=CC3C(=CC=CC=3)C=2C2C3C(=CC=CC=3)C=CC=2P(C2C=CC=CC=2)C2C=CC=CC=2)C=CC=CC=1. (7) Reactant: Br[C:2]1[C:10]2[C:9](=[O:11])[N:8]([CH2:12][CH2:13][C:14]3[CH:23]=[CH:22][C:21]4[C:16](=[CH:17][CH:18]=[C:19]([F:24])[CH:20]=4)[N:15]=3)[N:7]=[CH:6][C:5]=2[S:4][CH:3]=1.[N:25]1[CH:30]=[CH:29][C:28](B(O)O)=[CH:27][CH:26]=1.C([O-])([O-])=O.[K+].[K+]. Product: [F:24][C:19]1[CH:20]=[C:21]2[C:16](=[CH:17][CH:18]=1)[N:15]=[C:14]([CH2:13][CH2:12][N:8]1[C:9](=[O:11])[C:10]3[C:2]([C:28]4[CH:29]=[CH:30][N:25]=[CH:26][CH:27]=4)=[CH:3][S:4][C:5]=3[CH:6]=[N:7]1)[CH:23]=[CH:22]2. The catalyst class is: 117. (8) Reactant: C([O:5][C:6](=[O:66])[CH2:7][CH2:8][CH2:9][CH2:10][CH2:11][CH2:12][CH2:13][CH2:14][CH2:15][CH2:16][CH2:17][CH2:18][CH2:19][CH2:20][CH2:21][CH2:22][C:23](=[O:65])[NH:24][C@H:25]([C:58]([O:60]C(C)(C)C)=[O:59])[CH2:26][CH2:27][C:28](=[O:57])[NH:29][CH2:30][CH2:31][O:32][CH2:33][CH2:34][O:35][CH2:36][C:37](=[O:56])[NH:38][CH2:39][CH2:40][O:41][CH2:42][CH2:43][O:44][CH2:45][C:46]([O:48][N:49]1[C:53](=[O:54])[CH2:52][CH2:51][C:50]1=[O:55])=[O:47])(C)(C)C. Product: [C:58]([C@@H:25]([NH:24][C:23]([CH2:22][CH2:21][CH2:20][CH2:19][CH2:18][CH2:17][CH2:16][CH2:15][CH2:14][CH2:13][CH2:12][CH2:11][CH2:10][CH2:9][CH2:8][CH2:7][C:6]([OH:66])=[O:5])=[O:65])[CH2:26][CH2:27][C:28](=[O:57])[NH:29][CH2:30][CH2:31][O:32][CH2:33][CH2:34][O:35][CH2:36][C:37](=[O:56])[NH:38][CH2:39][CH2:40][O:41][CH2:42][CH2:43][O:44][CH2:45][C:46]([O:48][N:49]1[C:53](=[O:54])[CH2:52][CH2:51][C:50]1=[O:55])=[O:47])([OH:60])=[O:59]. The catalyst class is: 67. (9) Reactant: [CH3:1][O:2][C:3]1[N:8]=[CH:7][C:6]([NH:9][C:10]2[N:14]([C:15]3[CH:20]=[C:19]([S:21][CH3:22])[N:18]=[C:17]([CH3:23])[N:16]=3)[N:13]=[C:12]([CH3:24])[CH:11]=2)=[CH:5][CH:4]=1.ClC1C=C(C=CC=1)C(OO)=[O:30]. Product: [CH3:1][O:2][C:3]1[N:8]=[CH:7][C:6]([NH:9][C:10]2[N:14]([C:15]3[CH:20]=[C:19]([S:21]([CH3:22])=[O:30])[N:18]=[C:17]([CH3:23])[N:16]=3)[N:13]=[C:12]([CH3:24])[CH:11]=2)=[CH:5][CH:4]=1. The catalyst class is: 2. (10) Reactant: C(OC(=O)[NH:7][CH2:8][CH2:9][NH:10][CH2:11][C:12]1[O:20][C:19]2[C:18]([C:21]3[CH:26]=[CH:25][C:24]([O:27][CH3:28])=[C:23]([O:29][CH3:30])[CH:22]=3)=[CH:17][N:16]([CH3:31])[C:15](=[O:32])[C:14]=2[CH:13]=1)(C)(C)C.[ClH:34]. The catalyst class is: 14. Product: [ClH:34].[ClH:34].[NH2:7][CH2:8][CH2:9][NH:10][CH2:11][C:12]1[O:20][C:19]2[C:18]([C:21]3[CH:26]=[CH:25][C:24]([O:27][CH3:28])=[C:23]([O:29][CH3:30])[CH:22]=3)=[CH:17][N:16]([CH3:31])[C:15](=[O:32])[C:14]=2[CH:13]=1.